This data is from Full USPTO retrosynthesis dataset with 1.9M reactions from patents (1976-2016). The task is: Predict the reactants needed to synthesize the given product. (1) Given the product [CH:12]1([C:18]([C:9]2[CH:10]=[CH:11][C:6]([F:5])=[CH:7][CH:8]=2)=[O:19])[CH2:17][CH2:16][CH2:15][CH2:14][CH2:13]1, predict the reactants needed to synthesize it. The reactants are: [Al+3].[Cl-].[Cl-].[Cl-].[F:5][C:6]1[CH:11]=[CH:10][CH:9]=[CH:8][CH:7]=1.[CH:12]1([C:18](Cl)=[O:19])[CH2:17][CH2:16][CH2:15][CH2:14][CH2:13]1. (2) Given the product [Br:1][C:2]1[CH:10]=[CH:9][CH:8]=[CH:7][C:3]=1[C:4]([N:15]1[CH2:16][C:13]([F:17])([F:12])[CH2:14]1)=[O:5], predict the reactants needed to synthesize it. The reactants are: [Br:1][C:2]1[CH:10]=[CH:9][CH:8]=[CH:7][C:3]=1[C:4](Cl)=[O:5].Cl.[F:12][C:13]1([F:17])[CH2:16][NH:15][CH2:14]1.C(=O)([O-])[O-].[K+].[K+].O. (3) Given the product [Cl:1][C:2]1[N:3]=[C:4]([N:18]2[CH2:19][CH2:20][O:21][CH2:22][CH2:23]2)[C:5]2[S:10][C:9]([CH:11]([N:32]3[CH2:33][CH2:34][N:29]([S:26]([CH3:25])(=[O:28])=[O:27])[CH2:30][CH2:31]3)[CH3:12])=[CH:8][C:6]=2[N:7]=1, predict the reactants needed to synthesize it. The reactants are: [Cl:1][C:2]1[N:3]=[C:4]([N:18]2[CH2:23][CH2:22][O:21][CH2:20][CH2:19]2)[C:5]2[S:10][C:9]([CH:11](OS(C)(=O)=O)[CH3:12])=[CH:8][C:6]=2[N:7]=1.Cl.[CH3:25][S:26]([N:29]1[CH2:34][CH2:33][NH:32][CH2:31][CH2:30]1)(=[O:28])=[O:27].C(=O)([O-])[O-].[K+].[K+].ClCCl. (4) Given the product [F:27][C:24]([F:25])([F:26])[C:21]1[CH:20]=[CH:19][C:18]([NH:17][C:15]2[CH:14]=[CH:13][N:12]=[C:11]([NH:10][C:7]3[CH:8]=[CH:9][C:4]([C:3]([OH:28])=[O:2])=[CH:5][CH:6]=3)[N:16]=2)=[CH:23][CH:22]=1, predict the reactants needed to synthesize it. The reactants are: C[O:2][C:3](=[O:28])[C:4]1[CH:9]=[CH:8][C:7]([NH:10][C:11]2[N:16]=[C:15]([NH:17][C:18]3[CH:23]=[CH:22][C:21]([C:24]([F:27])([F:26])[F:25])=[CH:20][CH:19]=3)[CH:14]=[CH:13][N:12]=2)=[CH:6][CH:5]=1.[OH-].[Na+]. (5) Given the product [CH2:34]([N:22]1[CH:23]=[C:24]([C:26]2[CH:31]=[CH:30][C:29]([Cl:32])=[CH:28][C:27]=2[Cl:33])[N:25]=[C:21]1[C@@H:20]([NH:38][C:46]([CH:40]1[CH2:45][CH2:44][CH2:43][CH2:42][CH2:41]1)=[O:47])[CH2:19][C:16]1[CH:17]=[CH:18][C:13]([O:12][CH2:11][C:8]2[CH:7]=[CH:6][C:5]([C:4]([OH:3])=[O:39])=[CH:10][CH:9]=2)=[CH:14][CH:15]=1)[CH2:35][CH2:36][CH3:37], predict the reactants needed to synthesize it. The reactants are: Cl.C[O:3][C:4](=[O:39])[C:5]1[CH:10]=[CH:9][C:8]([CH2:11][O:12][C:13]2[CH:18]=[CH:17][C:16]([CH2:19][C@H:20]([NH2:38])[C:21]3[N:22]([CH2:34][CH2:35][CH2:36][CH3:37])[CH:23]=[C:24]([C:26]4[CH:31]=[CH:30][C:29]([Cl:32])=[CH:28][C:27]=4[Cl:33])[N:25]=3)=[CH:15][CH:14]=2)=[CH:7][CH:6]=1.[CH:40]1([C:46](O)=[O:47])[CH2:45][CH2:44][CH2:43][CH2:42][CH2:41]1. (6) The reactants are: Cl.[NH2:2][C@@H:3]([CH2:11][CH2:12][C:13]([O:15][CH3:16])=[O:14])[C:4]([O:6][C:7]([CH3:10])([CH3:9])[CH3:8])=[O:5].[C:17]1([CH:23]([C:44]2[CH:49]=[CH:48][CH:47]=[CH:46][CH:45]=2)[C:24]2[CH:29]=[CH:28][C:27]([C:30](N[C@@H](CCCNC(=N)C)C(O)=O)=[O:31])=[CH:26][CH:25]=2)[CH:22]=[CH:21][CH:20]=[CH:19][CH:18]=1.C(O)(C(F)(F)F)=O.C(N(C(C)C)CC)(C)C.CN(C(ON1N=NC2C=CC=CC1=2)=[N+](C)C)C.F[P-](F)(F)(F)(F)F. Given the product [C:44]1([CH:23]([C:17]2[CH:18]=[CH:19][CH:20]=[CH:21][CH:22]=2)[C:24]2[CH:29]=[CH:28][C:27]([C:30]([NH:2][C@@H:3]([CH2:11][CH2:12][C:13]([O:15][CH3:16])=[O:14])[C:4]([O:6][C:7]([CH3:10])([CH3:9])[CH3:8])=[O:5])=[O:31])=[CH:26][CH:25]=2)[CH:45]=[CH:46][CH:47]=[CH:48][CH:49]=1, predict the reactants needed to synthesize it. (7) Given the product [Cl:1][C:2]1[CH:3]=[C:4]([N:8]([CH2:9][C:10]2[C:19]3[C:14](=[C:15]([F:20])[CH:16]=[CH:17][CH:18]=3)[NH:13][C:12](=[O:21])[CH:11]=2)[C:28]([C:27]2[S:26][N:25]=[N:24][C:23]=2[CH3:22])=[O:29])[CH:5]=[CH:6][CH:7]=1, predict the reactants needed to synthesize it. The reactants are: [Cl:1][C:2]1[CH:3]=[C:4]([NH:8][CH2:9][C:10]2[C:19]3[C:14](=[C:15]([F:20])[CH:16]=[CH:17][CH:18]=3)[NH:13][C:12](=[O:21])[CH:11]=2)[CH:5]=[CH:6][CH:7]=1.[CH3:22][C:23]1[N:24]=[N:25][S:26][C:27]=1[C:28](O)=[O:29]. (8) Given the product [CH2:1]([N:8]1[CH2:12][CH:11]([C:13]2[CH:18]=[CH:17][CH:16]=[CH:15][C:14]=2[CH3:19])[CH:10]([NH2:20])[CH2:9]1)[C:2]1[CH:3]=[CH:4][CH:5]=[CH:6][CH:7]=1, predict the reactants needed to synthesize it. The reactants are: [CH2:1]([N:8]1[CH2:12][CH:11]([C:13]2[CH:18]=[CH:17][CH:16]=[CH:15][C:14]=2[CH3:19])[CH:10]([N+:20]([O-])=O)[CH2:9]1)[C:2]1[CH:7]=[CH:6][CH:5]=[CH:4][CH:3]=1.O.O.Cl[Sn]Cl.C([O-])(O)=O.[Na+]. (9) Given the product [NH2:13][C:4]1[C:5]([CH3:12])=[C:6]([CH:11]=[C:2]([Br:1])[CH:3]=1)[C:7]([O:9][CH3:10])=[O:8], predict the reactants needed to synthesize it. The reactants are: [Br:1][C:2]1[CH:3]=[C:4]([N+:13]([O-])=O)[C:5]([CH3:12])=[C:6]([CH:11]=1)[C:7]([O:9][CH3:10])=[O:8].[Cl-].[NH4+]. (10) Given the product [CH2:7]([O:6][C:4](=[O:5])[CH2:3][N:2]([CH3:1])[CH:9]1[CH2:14][CH2:13][N:12]([C:15]([O:17][C:18]2[CH:19]=[CH:20][C:21]([N+:24]([O-:26])=[O:25])=[CH:22][CH:23]=2)=[O:27])[CH2:11][CH2:10]1)[CH3:8], predict the reactants needed to synthesize it. The reactants are: [CH3:1][N:2]([CH:9]1[CH2:14][CH2:13][NH:12][CH2:11][CH2:10]1)[CH2:3][C:4]([O:6][CH2:7][CH3:8])=[O:5].[C:15](=[O:27])([O:17][C:18]1[CH:23]=[CH:22][C:21]([N+:24]([O-:26])=[O:25])=[CH:20][CH:19]=1)N.